Dataset: Reaction yield outcomes from USPTO patents with 853,638 reactions. Task: Predict the reaction yield, written as a fraction of the theoretical maximum amount of product (1.0 means a 100% yield; for example, 0.34 means a 34% yield). (1) The reactants are [C:1](Cl)(=[O:5])[C:2](Cl)=[O:3].[C:7]([C:11]1[CH:12]=[C:13]([CH:15]=[C:16]([C:18]([CH3:21])([CH3:20])[CH3:19])[CH:17]=1)[NH2:14])([CH3:10])([CH3:9])[CH3:8].C([N:24]([CH2:27][CH3:28])CC)C. The catalyst is C1COCC1. The product is [C:18]([C:16]1[CH:15]=[C:13]([NH:14][C:2]([C:1]([NH:24][C:27]2[CH:28]=[C:16]([C:18]([CH3:20])([CH3:19])[CH3:21])[CH:17]=[C:11]([C:7]([CH3:10])([CH3:9])[CH3:8])[CH:12]=2)=[O:5])=[O:3])[CH:12]=[C:11]([C:7]([CH3:10])([CH3:9])[CH3:8])[CH:17]=1)([CH3:21])([CH3:20])[CH3:19]. The yield is 0.780. (2) The reactants are [CH2:1]([O:3][C:4]([C:6]1[C:15](=O)[C:14]2[C:9](=[C:10]([N+:17]([O-:19])=[O:18])[CH:11]=[CH:12][CH:13]=2)[NH:8][CH:7]=1)=[O:5])[CH3:2].CC(N(C)C)=O.C([O-])(=O)C.S(Cl)([Cl:32])=O. No catalyst specified. The product is [CH2:1]([O:3][C:4]([C:6]1[CH:7]=[N:8][C:9]2[C:14]([C:15]=1[Cl:32])=[CH:13][CH:12]=[CH:11][C:10]=2[N+:17]([O-:19])=[O:18])=[O:5])[CH3:2]. The yield is 0.890. (3) The reactants are N#N.[SH:3][CH2:4][CH2:5][CH2:6][Si:7]([O:14][CH2:15][CH3:16])([O:11][CH2:12][CH3:13])[O:8][CH2:9][CH3:10].[SiH4].[C:18](Cl)(=[O:26])[CH2:19][CH2:20][CH2:21][CH2:22][CH2:23][CH2:24][CH3:25]. The catalyst is CCCCCC.C(N(CC)CC)C. The product is [C:18]([S:3][CH2:4][CH2:5][CH2:6][Si:7]([O:14][CH2:15][CH3:16])([O:8][CH2:9][CH3:10])[O:11][CH2:12][CH3:13])(=[O:26])[CH2:19][CH2:20][CH2:21][CH2:22][CH2:23][CH2:24][CH3:25]. The yield is 0.870. (4) The reactants are [NH:1]1[CH:5]=[C:4]([C:6]2[C:7]3[CH:14]=[CH:13][N:12]([CH2:15][O:16][CH2:17][CH2:18][Si:19]([CH3:22])([CH3:21])[CH3:20])[C:8]=3[N:9]=[CH:10][N:11]=2)[CH:3]=[N:2]1.[C:23]([CH:25]=[C:26]1[CH2:29][N:28]([C:30]([O:32][C:33]([CH3:36])([CH3:35])[CH3:34])=[O:31])[CH2:27]1)#[N:24].N12CCCN=C1CCCCC2. The catalyst is C(#N)C. The product is [C:23]([CH2:25][C:26]1([N:1]2[CH:5]=[C:4]([C:6]3[C:7]4[CH:14]=[CH:13][N:12]([CH2:15][O:16][CH2:17][CH2:18][Si:19]([CH3:22])([CH3:21])[CH3:20])[C:8]=4[N:9]=[CH:10][N:11]=3)[CH:3]=[N:2]2)[CH2:29][N:28]([C:30]([O:32][C:33]([CH3:36])([CH3:35])[CH3:34])=[O:31])[CH2:27]1)#[N:24]. The yield is 0.720. (5) The reactants are [CH2:1]([O:3][C:4]([C:6]1[CH:11]=[C:10](Br)[CH:9]=[C:8]([CH3:13])[N:7]=1)=[O:5])[CH3:2].O.[CH3:15][N:16](C=O)C. The catalyst is [Pd].C1(P(C2C=CC=CC=2)C2C=CC=CC=2)C=CC=CC=1.C1(P(C2C=CC=CC=2)C2C=CC=CC=2)C=CC=CC=1.C1(P(C2C=CC=CC=2)C2C=CC=CC=2)C=CC=CC=1.C1(P(C2C=CC=CC=2)C2C=CC=CC=2)C=CC=CC=1. The product is [CH2:1]([O:3][C:4]([C:6]1[CH:11]=[C:10]([C:15]#[N:16])[CH:9]=[C:8]([CH3:13])[N:7]=1)=[O:5])[CH3:2]. The yield is 0.500. (6) The product is [Br:15][CH2:12][C:11]1[C:2]([F:1])=[CH:3][CH:4]=[C:5]2[C:10]=1[N:9]=[C:8]([O:13][CH3:14])[CH:7]=[CH:6]2. The reactants are [F:1][C:2]1[C:11]([CH3:12])=[C:10]2[C:5]([CH:6]=[CH:7][C:8]([O:13][CH3:14])=[N:9]2)=[CH:4][CH:3]=1.[Br:15]N1C(=O)CCC1=O. The catalyst is FC(C1C=CC=CC=1)(F)F.[W].C(OOC(=O)C1C=CC=CC=1)(=O)C1C=CC=CC=1. The yield is 0.990. (7) The reactants are [F:1][C:2]([F:24])([C:17]1[CH:22]=[CH:21][C:20]([F:23])=[CH:19][N:18]=1)[C:3]1[N:12]=[C:11]([S:13][CH3:14])[C:10]2[C:5](=[CH:6][C:7]([C:15]#[N:16])=[CH:8][CH:9]=2)[N:4]=1.S(=O)(=O)(O)[OH:26].C(=O)(O)[O-].[Na+]. The catalyst is O. The product is [F:24][C:2]([F:1])([C:17]1[CH:22]=[CH:21][C:20]([F:23])=[CH:19][N:18]=1)[C:3]1[N:12]=[C:11]([S:13][CH3:14])[C:10]2[C:5](=[CH:6][C:7]([C:15]([NH2:16])=[O:26])=[CH:8][CH:9]=2)[N:4]=1. The yield is 0.980.